Task: Predict the reaction yield, written as a fraction of the theoretical maximum amount of product (1.0 means a 100% yield; for example, 0.34 means a 34% yield).. Dataset: Reaction yield outcomes from USPTO patents with 853,638 reactions (1) The reactants are [CH2:1]([C:3]([C:27]1[CH:32]=[CH:31][C:30]([OH:33])=[C:29]([CH3:34])[CH:28]=1)([C:6]1[CH:11]=[CH:10][C:9](/[CH:12]=[CH:13]/[C:14]([CH2:24][CH3:25])([OH:23])[CH2:15][CH2:16][CH2:17]CCCCC)=[C:8]([CH3:26])[CH:7]=1)[CH2:4][CH3:5])[CH3:2].C([O-])([O-])=O.[K+].[K+].C1(C)C=CC(S([CH2:50][C@H:51]2[O:55][C:54](=[O:56])[CH2:53][CH2:52]2)(=O)=O)=CC=1.C(OCC)(=O)C. The catalyst is CN(C=O)C. The product is [CH2:4]([C:3]([C:27]1[CH:32]=[CH:31][C:30]([O:33][CH2:50][C@H:51]2[O:55][C:54](=[O:56])[CH2:53][CH2:52]2)=[C:29]([CH3:34])[CH:28]=1)([C:6]1[CH:11]=[CH:10][C:9](/[CH:12]=[CH:13]/[C:14]([CH2:24][CH3:25])([OH:23])[CH2:15][CH2:16][CH3:17])=[C:8]([CH3:26])[CH:7]=1)[CH2:1][CH3:2])[CH3:5]. The yield is 0.580. (2) The reactants are C(OC([N:8]1[CH2:13][CH2:12][C:11]2=[C:14]([CH:17]=[O:18])[NH:15][CH:16]=[C:10]2[C:9]1=[O:19])=O)(C)(C)C. The catalyst is FC(F)(F)C(O)=O.ClCCl. The product is [O:19]=[C:9]1[C:10]2=[CH:16][NH:15][C:14]([CH:17]=[O:18])=[C:11]2[CH2:12][CH2:13][NH:8]1. The yield is 0.750. (3) The reactants are [S:1](Cl)([C:4]1[CH:10]=[CH:9][C:7]([CH3:8])=[CH:6][CH:5]=1)(=[O:3])=[O:2].[Br:12][C:13]1[CH:14]=[CH:15][C:16]([C:19]2[CH2:23][CH:22]([CH2:24][OH:25])[O:21][N:20]=2)=[N:17][CH:18]=1.C([O-])(O)=O.[Na+]. No catalyst specified. The product is [CH3:8][C:7]1[CH:9]=[CH:10][C:4]([S:1]([O:25][CH2:24][CH:22]2[O:21][N:20]=[C:19]([C:16]3[CH:15]=[CH:14][C:13]([Br:12])=[CH:18][N:17]=3)[CH2:23]2)(=[O:3])=[O:2])=[CH:5][CH:6]=1. The yield is 0.960.